The task is: Predict the reactants needed to synthesize the given product.. This data is from Full USPTO retrosynthesis dataset with 1.9M reactions from patents (1976-2016). (1) Given the product [CH2:1]([O:4][C:5](=[O:30])[NH:6][C:7]1[CH:12]=[CH:11][CH:10]=[C:9]([C:13]2[N:14]=[C:15]([C:25]([CH3:28])([CH3:27])[CH3:26])[S:16][C:17]=2[C:18]2[CH:23]=[CH:22][N:21]=[C:20]([NH2:31])[N:19]=2)[C:8]=1[F:29])[CH:2]=[CH2:3], predict the reactants needed to synthesize it. The reactants are: [CH2:1]([O:4][C:5](=[O:30])[NH:6][C:7]1[CH:12]=[CH:11][CH:10]=[C:9]([C:13]2[N:14]=[C:15]([C:25]([CH3:28])([CH3:27])[CH3:26])[S:16][C:17]=2[C:18]2[CH:23]=[CH:22][N:21]=[C:20](Cl)[N:19]=2)[C:8]=1[F:29])[CH:2]=[CH2:3].[NH3:31].CO. (2) Given the product [CH3:5][C:6]([CH3:8])([CH3:7])[C:49]([O:50][CH2:32][N:33]1[CH:37]=[CH:36][N:35]=[C:34]1[C@H:2]1[C@H:3]2[CH2:55][CH2:54][N:56]([C:8]([C@H:6]3[CH2:7][C:2]([F:1])([F:26])[CH2:3][CH2:4][C@H:5]3[NH:11][C:12]([C:14]3[CH:19]=[CH:18][C:17]([N:20]4[CH:24]=[CH:23][C:22]([CH3:25])=[N:21]4)=[CH:16][CH:15]=3)=[O:13])=[O:9])[C@H:4]2[C:42]2[CH:47]=[CH:46][CH:45]=[CH:44][C:43]=2[NH:39]1)=[O:52], predict the reactants needed to synthesize it. The reactants are: [F:1][C:2]1([F:26])[CH2:7][C@H:6]([C:8](O)=[O:9])[C@H:5]([NH:11][C:12]([C:14]2[CH:19]=[CH:18][C:17]([N:20]3[CH:24]=[CH:23][C:22]([CH3:25])=[N:21]3)=[CH:16][CH:15]=2)=[O:13])[CH2:4][CH2:3]1.Cl.CN(C)CC[CH2:32][N:33]=[C:34]=[N:35][CH2:36][CH3:37].[N:39]1(O)[C:43]2[CH:44]=[CH:45][CH:46]=[CH:47][C:42]=2N=N1.[C:49](=[O:52])([O-])[OH:50].[Na+].[C:54](#[N:56])[CH3:55]. (3) Given the product [CH3:22][C:20]1[CH:19]=[CH:18][C:16]2[N:17]=[C:12]([NH:10][CH2:9][CH2:8][CH2:7][N:1]3[CH2:6][CH2:5][O:4][CH2:3][CH2:2]3)[N:13]=[N+:14]([O-:23])[C:15]=2[CH:21]=1, predict the reactants needed to synthesize it. The reactants are: [N:1]1([CH2:7][CH2:8][CH2:9][NH2:10])[CH2:6][CH2:5][O:4][CH2:3][CH2:2]1.Cl[C:12]1[N:13]=[N+:14]([O-:23])[C:15]2[CH:21]=[C:20]([CH3:22])[CH:19]=[CH:18][C:16]=2[N:17]=1.